This data is from Experimentally validated miRNA-target interactions with 360,000+ pairs, plus equal number of negative samples. The task is: Binary Classification. Given a miRNA mature sequence and a target amino acid sequence, predict their likelihood of interaction. (1) The miRNA is hsa-miR-6083 with sequence CUUAUAUCAGAGGCUGUGGG. The protein sequence of the target gene is MQKYCIYQHFQFQLLIQHLWIAANCDIADERFDATFHTNVLVNSSGHCQYLPPGIFKSSCYIDVRWFPFDVQHCKLKFGSWSYGGWSLDLQMQEADISGYIPNGEWDLVGIPGKRSERFYECCKEPYPDVTFTVTMRRRTLYYGLNLLIPCVLISALALLVFLLPADSGEKISLGITVLLSLTVFMLLVAEIMPATSDSVPLIAQYFASTMIIVGLSVVVTVIVLQYHHHDPDGGKMPKWTRVILLNWCAWFLRMKRPGEDKVRPACQHKQRRCSLASVEMSAVAPPPASNGNLLYIGFR.... Result: 0 (no interaction). (2) The miRNA is mmu-miR-5134-5p with sequence UUGGCAGAAAGGGCAGCUGUG. The protein sequence of the target gene is MTGGFCVPVLLAAWLAAAAAEGLEQAALPAEESRVQPMTASNWTLVMEGEWMLKFYAPWCPSCQQTDSEWETFAKNGETLQISVGKVDVIQEPGLSGRFFVTTLPAFFHAKDGIFRRYRGPGIYEDLQNYILEKKWQSVEPLTGWKSPASLTMSGMAGLFSISGKIWHLHNYFTVTLGIPAWCSYVFFVIATLVFGLFMGLILVVISECFCVPLPRASSERCEQEQSTGEAQGAEQLQDAEEEKDDSNEEENKDSLVDDEEEKEDIGDEDEGEEDEEEDNLAGIMAEERSDTNERAVVKE.... Result: 1 (interaction).